This data is from Forward reaction prediction with 1.9M reactions from USPTO patents (1976-2016). The task is: Predict the product of the given reaction. (1) Given the reactants [N:1]1[CH:6]=[CH:5][CH:4]=[CH:3][C:2]=1[CH2:7][C:8]([O:10][CH2:11][CH3:12])=[O:9].C(O)(=O)C.[H][H], predict the reaction product. The product is: [NH:1]1[CH2:6][CH2:5][CH2:4][CH2:3][CH:2]1[CH2:7][C:8]([O:10][CH2:11][CH3:12])=[O:9]. (2) Given the reactants Cl[CH:2]([CH:13]1[CH2:18][CH2:17][CH2:16][CH2:15][CH2:14]1)[C:3]1[O:4][C:5]2[CH:12]=[CH:11][CH:10]=[CH:9][C:6]=2[C:7]=1[CH3:8].[NH2:19][C:20]1[CH:25]=[CH:24][C:23]([C:26]([NH:28][CH2:29][CH2:30][C:31]([O:33]CC)=[O:32])=[O:27])=[CH:22][CH:21]=1, predict the reaction product. The product is: [CH:13]1([CH:2]([NH:19][C:20]2[CH:21]=[CH:22][C:23]([C:26]([NH:28][CH2:29][CH2:30][C:31]([OH:33])=[O:32])=[O:27])=[CH:24][CH:25]=2)[C:3]2[O:4][C:5]3[CH:12]=[CH:11][CH:10]=[CH:9][C:6]=3[C:7]=2[CH3:8])[CH2:18][CH2:17][CH2:16][CH2:15][CH2:14]1. (3) Given the reactants [F:8][C:7]([F:10])([F:9])[C:6](O[C:6](=[O:11])[C:7]([F:10])([F:9])[F:8])=[O:11].[CH2:14]([N:16]1[CH2:29][C:28]2[C:23](=[CH:24][C:25]([NH2:30])=[CH:26][CH:27]=2)[C:22]2[CH:21]=[CH:20][CH:19]=[CH:18][C:17]1=2)[CH3:15].N1C=CC=CC=1, predict the reaction product. The product is: [CH2:14]([N:16]1[CH2:29][C:28]2[C:23](=[CH:24][C:25]([NH:30][C:6](=[O:11])[C:7]([F:8])([F:9])[F:10])=[CH:26][CH:27]=2)[C:22]2[CH:21]=[CH:20][CH:19]=[CH:18][C:17]1=2)[CH3:15]. (4) The product is: [CH:20]([C@@H:22]1[CH2:30][C:29]2[C:24](=[CH:25][CH:26]=[CH:27][CH:28]=2)[N:23]1[C:31]([O:33][CH2:34][C:35]1[CH:40]=[CH:39][CH:38]=[CH:37][CH:36]=1)=[O:32])=[O:21]. Given the reactants CC(C[AlH]CC(C)C)C.C1(C)C=CC=CC=1.CON(C)[C:20]([C@@H:22]1[CH2:30][C:29]2[C:24](=[CH:25][CH:26]=[CH:27][CH:28]=2)[N:23]1[C:31]([O:33][CH2:34][C:35]1[CH:40]=[CH:39][CH:38]=[CH:37][CH:36]=1)=[O:32])=[O:21].Cl, predict the reaction product. (5) Given the reactants [NH:1]1[C:9]2[C:4](=[CH:5][CH:6]=[CH:7][C:8]=2[C:10]([C:16]2[CH:21]=[CH:20][CH:19]=[CH:18][CH:17]=2)=[CH:11][C:12]([NH:14][CH3:15])=[O:13])[CH:3]=[N:2]1.N1C2C(=CC=CC=2C(C2C=CC=CC=2)CC(NC)=O)C=C1, predict the reaction product. The product is: [NH:1]1[C:9]2[C:4](=[CH:5][CH:6]=[CH:7][C:8]=2[CH:10]([C:16]2[CH:17]=[CH:18][CH:19]=[CH:20][CH:21]=2)[CH2:11][C:12]([NH:14][CH3:15])=[O:13])[CH:3]=[N:2]1. (6) Given the reactants Cl.C[O:3][C:4](=[O:39])[C:5]1[CH:10]=[CH:9][C:8]([CH2:11][O:12][C:13]2[CH:18]=[CH:17][C:16]([CH2:19][C@H:20]([NH2:38])[C:21]3[N:22]([CH2:34][CH2:35][CH2:36][CH3:37])[CH:23]=[C:24]([C:26]4[CH:31]=[CH:30][C:29]([Cl:32])=[CH:28][C:27]=4[Cl:33])[N:25]=3)=[CH:15][CH:14]=2)=[CH:7][CH:6]=1.[CH2:40]([C@H:45]1[CH2:50][CH2:49][C@H:48]([C:51]([OH:53])=O)[CH2:47][CH2:46]1)[CH2:41][CH2:42][CH2:43][CH3:44], predict the reaction product. The product is: [CH2:34]([N:22]1[CH:23]=[C:24]([C:26]2[CH:31]=[CH:30][C:29]([Cl:32])=[CH:28][C:27]=2[Cl:33])[N:25]=[C:21]1[C@@H:20]([NH:38][C:51]([C@H:48]1[CH2:47][CH2:46][C@H:45]([CH2:40][CH2:41][CH2:42][CH2:43][CH3:44])[CH2:50][CH2:49]1)=[O:53])[CH2:19][C:16]1[CH:17]=[CH:18][C:13]([O:12][CH2:11][C:8]2[CH:7]=[CH:6][C:5]([C:4]([OH:39])=[O:3])=[CH:10][CH:9]=2)=[CH:14][CH:15]=1)[CH2:35][CH2:36][CH3:37]. (7) Given the reactants Cl[C:2]1[N:7]=[C:6]([C:8]([N:10]2[CH2:15][CH2:14][CH:13]([N:16]3[CH2:20][CH2:19][CH2:18][CH2:17]3)[CH2:12][CH2:11]2)=[O:9])[C:5]([CH3:21])=[CH:4][C:3]=1[C:22]1[CH:27]=[CH:26][CH:25]=[C:24]([C:28]([F:31])([F:30])[F:29])[CH:23]=1.[NH:32]1[CH:36]=[N:35][CH:34]=[N:33]1.[H-].[Na+], predict the reaction product. The product is: [CH3:21][C:5]1[C:6]([C:8]([N:10]2[CH2:15][CH2:14][CH:13]([N:16]3[CH2:20][CH2:19][CH2:18][CH2:17]3)[CH2:12][CH2:11]2)=[O:9])=[N:7][C:2]([N:32]2[CH:36]=[N:35][CH:34]=[N:33]2)=[C:3]([C:22]2[CH:27]=[CH:26][CH:25]=[C:24]([C:28]([F:31])([F:30])[F:29])[CH:23]=2)[CH:4]=1. (8) Given the reactants [C:1]([O:5][C:6]([N:8]1[CH2:13][CH2:12][CH:11]([CH:14]2[CH2:18][C:17]3[CH:19]=[C:20](Br)[CH:21]=[CH:22][C:16]=3[O:15]2)[CH2:10][CH2:9]1)=[O:7])([CH3:4])([CH3:3])[CH3:2].CC1(C)C(C)(C)OB([C:32]2[O:36][C:35]([Si:37]([CH:44]([CH3:46])[CH3:45])([CH:41]([CH3:43])[CH3:42])[CH:38]([CH3:40])[CH3:39])=[N:34][CH:33]=2)O1, predict the reaction product. The product is: [C:1]([O:5][C:6]([N:8]1[CH2:13][CH2:12][CH:11]([CH:14]2[CH2:18][C:17]3[CH:19]=[C:20]([C:32]4[O:36][C:35]([Si:37]([CH:41]([CH3:43])[CH3:42])([CH:44]([CH3:46])[CH3:45])[CH:38]([CH3:39])[CH3:40])=[N:34][CH:33]=4)[CH:21]=[CH:22][C:16]=3[O:15]2)[CH2:10][CH2:9]1)=[O:7])([CH3:4])([CH3:3])[CH3:2]. (9) Given the reactants [Cl:1][C:2]1[CH:3]=[C:4]([C:8]2[N:13]=[C:12]3[CH2:14][CH2:15][CH2:16][C:11]3=[C:10]([NH:17][C:18]3[CH:23]=[CH:22][C:21]([CH2:24][C:25]([O:27]C)=[O:26])=[CH:20][CH:19]=3)[CH:9]=2)[CH:5]=[CH:6][CH:7]=1.O.[OH-].[Li+].C1COCC1.Cl, predict the reaction product. The product is: [Cl:1][C:2]1[CH:3]=[C:4]([C:8]2[N:13]=[C:12]3[CH2:14][CH2:15][CH2:16][C:11]3=[C:10]([NH:17][C:18]3[CH:19]=[CH:20][C:21]([CH2:24][C:25]([OH:27])=[O:26])=[CH:22][CH:23]=3)[CH:9]=2)[CH:5]=[CH:6][CH:7]=1.